This data is from Catalyst prediction with 721,799 reactions and 888 catalyst types from USPTO. The task is: Predict which catalyst facilitates the given reaction. (1) Reactant: Cl.[F:2][C:3]1[CH:20]=[CH:19][C:6]([CH2:7][C:8]2[O:12][N:11]=[C:10]([C@H:13]3[CH2:18][CH2:17][CH2:16][NH:15][CH2:14]3)[N:9]=2)=[CH:5][CH:4]=1.C(N(CC)CC)C.[F:28][C:29]1[CH:30]=[C:31]([CH:35]=[CH:36][C:37]=1[F:38])[C:32](Cl)=[O:33].[OH-].[Na+]. Product: [F:28][C:29]1[CH:30]=[C:31]([C:32]([N:15]2[CH2:16][CH2:17][CH2:18][C@H:13]([C:10]3[N:9]=[C:8]([CH2:7][C:6]4[CH:19]=[CH:20][C:3]([F:2])=[CH:4][CH:5]=4)[O:12][N:11]=3)[CH2:14]2)=[O:33])[CH:35]=[CH:36][C:37]=1[F:38]. The catalyst class is: 4. (2) Reactant: [Br:1][C:2]1[CH:3]=[C:4]2[N:10]=[CH:9][N:8]([CH2:11][C:12]3[CH:23]=[CH:22][C:15]4[N:16]=[C:17](S(C)=O)[S:18][C:14]=4[CH:13]=3)[C:5]2=[N:6][CH:7]=1.[NH2:24][C@@H:25]1[C:33]2[C:28](=[CH:29][CH:30]=[CH:31][CH:32]=2)[CH2:27][C@H:26]1[OH:34].CCN(C(C)C)C(C)C. Product: [Br:1][C:2]1[CH:3]=[C:4]2[N:10]=[CH:9][N:8]([CH2:11][C:12]3[CH:23]=[CH:22][C:15]4[N:16]=[C:17]([NH:24][C@@H:25]5[C:33]6[C:28](=[CH:29][CH:30]=[CH:31][CH:32]=6)[CH2:27][C@H:26]5[OH:34])[S:18][C:14]=4[CH:13]=3)[C:5]2=[N:6][CH:7]=1. The catalyst class is: 44. (3) Reactant: [C:1]([O:5][C:6]([C@@H:8]1[CH2:12][CH2:11][CH2:10][NH:9]1)=[O:7])([CH3:4])([CH3:3])[CH3:2].[CH3:13][C:14]1[CH:15]=[C:16]([C:21]2[CH:26]=[CH:25][CH:24]=[C:23]([C:27]3[NH:28][C:29]4[CH:39]=[CH:38][C:37]5[C:32](=[C:33]([OH:44])[CH:34]=[C:35]([S:40](Cl)(=[O:42])=[O:41])[CH:36]=5)[C:30]=4[N:31]=3)[CH:22]=2)[CH:17]=[CH:18][C:19]=1[CH3:20].C(N(CC)CC)C. Product: [C:1]([O:5][C:6]([C@@H:8]1[CH2:12][CH2:11][CH2:10][N:9]1[S:40]([C:35]1[CH:36]=[C:37]2[C:32](=[C:33]([OH:44])[CH:34]=1)[C:30]1[N:31]=[C:27]([C:23]3[CH:22]=[C:21]([C:16]4[CH:17]=[CH:18][C:19]([CH3:20])=[C:14]([CH3:13])[CH:15]=4)[CH:26]=[CH:25][CH:24]=3)[NH:28][C:29]=1[CH:39]=[CH:38]2)(=[O:42])=[O:41])=[O:7])([CH3:4])([CH3:2])[CH3:3]. The catalyst class is: 3. (4) Reactant: [CH3:1][C:2]1[N:7]=[C:6]2[S:8][C:9]3[CH2:14][CH2:13][CH2:12][CH2:11][C:10]=3[C:5]2=[C:4]([C:15]2[CH:20]=[CH:19][CH:18]=[CH:17][C:16]=2[Cl:21])[C:3]=1[CH2:22][C:23]([O:25][CH3:26])=[O:24].[Li+].C[Si]([N-][Si](C)(C)C)(C)C.[CH2:37]1[CH2:41]OC[CH2:38]1.ICCC. Product: [CH3:1][C:2]1[N:7]=[C:6]2[S:8][C:9]3[CH2:14][CH2:13][CH2:12][CH2:11][C:10]=3[C:5]2=[C:4]([C:15]2[CH:20]=[CH:19][CH:18]=[CH:17][C:16]=2[Cl:21])[C:3]=1[CH:22]([CH2:38][CH2:37][CH3:41])[C:23]([O:25][CH3:26])=[O:24]. The catalyst class is: 3. (5) Reactant: [C:1]1([C:24]2[CH:29]=[CH:28][CH:27]=[CH:26][CH:25]=2)[CH:6]=[CH:5][C:4]([CH2:7][O:8][C:9]2[CH:18]=[C:17]3[C:12]([CH2:13][CH:14]([CH2:19][CH2:20][N:21]([CH3:23])[CH3:22])[CH2:15][NH:16]3)=[CH:11][CH:10]=2)=[CH:3][CH:2]=1.[CH3:30][S:31]([Cl:34])(=[O:33])=[O:32]. Product: [ClH:34].[C:1]1([C:24]2[CH:25]=[CH:26][CH:27]=[CH:28][CH:29]=2)[CH:2]=[CH:3][C:4]([CH2:7][O:8][C:9]2[CH:18]=[C:17]3[C:12]([CH2:13][CH:14]([CH2:19][CH2:20][N:21]([CH3:23])[CH3:22])[CH2:15][N:16]3[S:31]([CH3:30])(=[O:33])=[O:32])=[CH:11][CH:10]=2)=[CH:5][CH:6]=1. The catalyst class is: 228.